Dataset: Reaction yield outcomes from USPTO patents with 853,638 reactions. Task: Predict the reaction yield, written as a fraction of the theoretical maximum amount of product (1.0 means a 100% yield; for example, 0.34 means a 34% yield). The reactants are [OH:1][C:2]1[CH:3]=[C:4]([NH:9][C:10]([NH2:12])=[O:11])[CH:5]=[CH:6][C:7]=1[CH3:8].Br[CH2:14][C:15](=O)[C:16]([O:18][CH2:19][CH3:20])=[O:17]. The catalyst is CN(C=O)C.CCOC(C)=O. The product is [OH:1][C:2]1[CH:3]=[C:4]([NH:9][C:10]2[O:11][CH:14]=[C:15]([C:16]([O:18][CH2:19][CH3:20])=[O:17])[N:12]=2)[CH:5]=[CH:6][C:7]=1[CH3:8]. The yield is 0.500.